This data is from Full USPTO retrosynthesis dataset with 1.9M reactions from patents (1976-2016). The task is: Predict the reactants needed to synthesize the given product. Given the product [CH3:1][C:2]1[N:7]=[C:6]([C:22]2[N:23]=[N:24][C:25]([C:6]3[CH:5]=[CH:4][CH:3]=[C:2]([CH3:1])[N:7]=3)=[CH:26][CH:27]=2)[CH:5]=[CH:4][CH:3]=1, predict the reactants needed to synthesize it. The reactants are: [CH3:1][C:2]1[N:7]=[C:6]([Sn](CCCC)(CCCC)CCCC)[CH:5]=[CH:4][CH:3]=1.Cl[C:22]1[N:23]=[N:24][C:25](Cl)=[CH:26][CH:27]=1.